Dataset: Forward reaction prediction with 1.9M reactions from USPTO patents (1976-2016). Task: Predict the product of the given reaction. (1) Given the reactants [Br:1][C:2]1[CH:7]=[C:6]([O:8][C:9]([F:12])([F:11])[F:10])[CH:5]=[CH:4][C:3]=1[NH:13][C:14]([C:16]1[CH:20]=[CH:19][NH:18][N:17]=1)=[O:15].[N:21]([CH2:24][CH2:25][CH2:26][CH2:27][CH2:28][C:29]([O:31][CH2:32][CH3:33])=[O:30])=[C:22]=[O:23], predict the reaction product. The product is: [CH2:32]([O:31][C:29](=[O:30])[CH2:28][CH2:27][CH2:26][CH2:25][CH2:24][NH:21][C:22]([N:18]1[CH:19]=[CH:20][C:16]([C:14](=[O:15])[NH:13][C:3]2[CH:4]=[CH:5][C:6]([O:8][C:9]([F:12])([F:11])[F:10])=[CH:7][C:2]=2[Br:1])=[N:17]1)=[O:23])[CH3:33]. (2) Given the reactants [OH:1][C:2]1[C:7]([C@@H:8]2[CH2:13][CH2:12][N:11]([CH3:14])[CH2:10][C@H:9]2[OH:15])=[C:6]([O:16][CH3:17])[CH:5]=[C:4]([O:18][CH3:19])[C:3]=1[C:20](=[O:22])[CH3:21].[Cl:23][C:24]1[CH:33]=[CH:32][CH:31]=[CH:30][C:25]=1[C:26](OC)=O.[H-].[Na+], predict the reaction product. The product is: [Cl:23][C:24]1[CH:33]=[CH:32][CH:31]=[CH:30][C:25]=1[C:26]1[O:1][C:2]2[C:3]([C:20](=[O:22])[CH:21]=1)=[C:4]([O:18][CH3:19])[CH:5]=[C:6]([O:16][CH3:17])[C:7]=2[C@@H:8]1[CH2:13][CH2:12][N:11]([CH3:14])[CH2:10][C@H:9]1[OH:15]. (3) Given the reactants O[C:2](=[C:7]1[C:12](=[O:13])[O:11][C:10]([CH3:15])(C)OC1=O)[CH2:3][C:4](=O)[CH3:5].[C:17]1([NH:23][NH2:24])[CH:22]=[CH:21][CH:20]=[CH:19][CH:18]=1, predict the reaction product. The product is: [CH2:10]([O:11][C:12](=[O:13])[CH2:7][C:2]1[N:23]([C:17]2[CH:22]=[CH:21][CH:20]=[CH:19][CH:18]=2)[N:24]=[C:4]([CH3:5])[CH:3]=1)[CH3:15]. (4) Given the reactants [Br:1][C:2]1[CH:3]=[C:4]([CH:15]=[CH:16][CH:17]=1)[CH2:5][O:6][C:7]1[CH:14]=[CH:13][C:10]([CH:11]=O)=[CH:9][CH:8]=1.[C:18]12([NH2:28])[CH2:27][CH:22]3[CH2:23][CH:24]([CH2:26][CH:20]([CH2:21]3)[CH2:19]1)[CH2:25]2, predict the reaction product. The product is: [C:18]12([NH:28][CH2:11][C:10]3[CH:13]=[CH:14][C:7]([O:6][CH2:5][C:4]4[CH:15]=[CH:16][CH:17]=[C:2]([Br:1])[CH:3]=4)=[CH:8][CH:9]=3)[CH2:25][CH:24]3[CH2:23][CH:22]([CH2:21][CH:20]([CH2:26]3)[CH2:19]1)[CH2:27]2. (5) Given the reactants [Br:1][C:2]1[N:3]([C:12]2[C:21]3[C:16](=[CH:17][CH:18]=[CH:19][CH:20]=3)[C:15]([CH:22]3[CH2:24][CH2:23]3)=[CH:14][CH:13]=2)[C:4]([S:7][CH2:8][C:9]([OH:11])=O)=[N:5][N:6]=1.[OH-:25].[Na+].[NH2:27]O.O, predict the reaction product. The product is: [Br:1][C:2]1[N:3]([C:12]2[C:21]3[C:16](=[CH:17][CH:18]=[CH:19][CH:20]=3)[C:15]([CH:22]3[CH2:24][CH2:23]3)=[CH:14][CH:13]=2)[C:4]([S:7][CH2:8][C:9]([NH:27][OH:25])=[O:11])=[N:5][N:6]=1. (6) Given the reactants C(Cl)(=O)C(Cl)=O.CS(C)=O.[CH2:11]([O:18][C:19]([NH:21][CH:22]([CH2:38][CH:39]([CH3:41])[CH3:40])[CH2:23][N:24]1[CH2:28][CH:27]([OH:29])[CH:26]([S:30][CH2:31][C:32]2[CH:37]=[CH:36][CH:35]=[CH:34][CH:33]=2)[CH2:25]1)=[O:20])[C:12]1[CH:17]=[CH:16][CH:15]=[CH:14][CH:13]=1.C(N(CC)CC)C, predict the reaction product. The product is: [CH2:11]([O:18][C:19]([NH:21][CH:22]([CH2:38][CH:39]([CH3:41])[CH3:40])[CH2:23][N:24]1[CH2:28][C:27](=[O:29])[CH:26]([S:30][CH2:31][C:32]2[CH:37]=[CH:36][CH:35]=[CH:34][CH:33]=2)[CH2:25]1)=[O:20])[C:12]1[CH:17]=[CH:16][CH:15]=[CH:14][CH:13]=1.